Dataset: NCI-60 drug combinations with 297,098 pairs across 59 cell lines. Task: Regression. Given two drug SMILES strings and cell line genomic features, predict the synergy score measuring deviation from expected non-interaction effect. (1) Drug 1: CCCS(=O)(=O)NC1=C(C(=C(C=C1)F)C(=O)C2=CNC3=C2C=C(C=N3)C4=CC=C(C=C4)Cl)F. Drug 2: C1CN1P(=S)(N2CC2)N3CC3. Cell line: NCI-H460. Synergy scores: CSS=5.17, Synergy_ZIP=-13.3, Synergy_Bliss=-16.1, Synergy_Loewe=-37.6, Synergy_HSA=-17.4. (2) Drug 1: C1CCC(C1)C(CC#N)N2C=C(C=N2)C3=C4C=CNC4=NC=N3. Drug 2: C1C(C(OC1N2C=NC(=NC2=O)N)CO)O. Synergy scores: CSS=-6.36, Synergy_ZIP=1.17, Synergy_Bliss=-0.0495, Synergy_Loewe=-11.3, Synergy_HSA=-5.40. Cell line: SK-MEL-28. (3) Drug 1: C1CCC(C(C1)N)N.C(=O)(C(=O)[O-])[O-].[Pt+4]. Drug 2: CC1CCCC2(C(O2)CC(NC(=O)CC(C(C(=O)C(C1O)C)(C)C)O)C(=CC3=CSC(=N3)C)C)C. Cell line: HOP-92. Synergy scores: CSS=28.5, Synergy_ZIP=-4.94, Synergy_Bliss=-2.93, Synergy_Loewe=-3.74, Synergy_HSA=2.58. (4) Drug 1: C1=NC2=C(N1)C(=S)N=C(N2)N. Drug 2: C1=NNC2=C1C(=O)NC=N2. Cell line: OVCAR-5. Synergy scores: CSS=32.1, Synergy_ZIP=-0.627, Synergy_Bliss=-1.03, Synergy_Loewe=-36.3, Synergy_HSA=-1.86. (5) Drug 1: CC1=C(C(=CC=C1)Cl)NC(=O)C2=CN=C(S2)NC3=CC(=NC(=N3)C)N4CCN(CC4)CCO. Drug 2: C1C(C(OC1N2C=NC3=C2NC=NCC3O)CO)O. Cell line: SR. Synergy scores: CSS=0.0460, Synergy_ZIP=2.29, Synergy_Bliss=2.02, Synergy_Loewe=-0.810, Synergy_HSA=-0.892.